From a dataset of Reaction yield outcomes from USPTO patents with 853,638 reactions. Predict the reaction yield, written as a fraction of the theoretical maximum amount of product (1.0 means a 100% yield; for example, 0.34 means a 34% yield). (1) The reactants are Br[C:2]1[CH:3]=[C:4]2[C:8](=[CH:9][CH:10]=1)[N:7]([CH3:11])[CH:6]=[CH:5]2.[Li]CCCC.CON(C)[C:20](=[O:24])[CH2:21][CH2:22][CH3:23]. The catalyst is C1COCC1. The product is [CH3:11][N:7]1[C:8]2[C:4](=[CH:3][C:2]([C:20](=[O:24])[CH2:21][CH2:22][CH3:23])=[CH:10][CH:9]=2)[CH:5]=[CH:6]1. The yield is 0.570. (2) The reactants are [N+:1]([C:4]1[CH:12]=[C:11]([C:13]([F:16])([F:15])[F:14])[CH:10]=[CH:9][C:5]=1[C:6]([OH:8])=[O:7])([O-])=O. The catalyst is CO.[Pd]. The product is [NH2:1][C:4]1[CH:12]=[C:11]([C:13]([F:14])([F:15])[F:16])[CH:10]=[CH:9][C:5]=1[C:6]([OH:8])=[O:7]. The yield is 1.00. (3) The reactants are [F:1][C:2]([F:15])([F:14])[CH:3]([OH:13])[CH2:4][N:5]1[CH2:10][CH2:9][CH2:8][CH:7]([C:11]#[N:12])[CH2:6]1.[Cl:16][C:17]1[CH:22]=[CH:21][C:20]([N:23]=[C:24]=[O:25])=[CH:19][CH:18]=1.C(N(CC)CC)C. The catalyst is ClCCl. The product is [C:11]([CH:7]1[CH2:8][CH2:9][CH2:10][N:5]([CH2:4][CH:3]([O:13][C:24](=[O:25])[NH:23][C:20]2[CH:21]=[CH:22][C:17]([Cl:16])=[CH:18][CH:19]=2)[C:2]([F:1])([F:14])[F:15])[CH2:6]1)#[N:12]. The yield is 0.360. (4) The reactants are C1(P(=O)(C2C=CC=CC=2)C2C=CC=CC=2)C=CC=CC=1.FC(F)(F)S(OS(C(F)(F)F)(=O)=O)(=O)=O.C([S:43][C:44]1([CH2:54][NH:55][C:56]([C:58]2[NH:59][C:60]3[C:65]([CH:66]=2)=[CH:64][CH:63]=[CH:62][C:61]=3[N:67]([CH3:76])[S:68]([C:71]2[S:72][CH:73]=[CH:74][CH:75]=2)(=[O:70])=[O:69])=O)[CH2:53][CH2:52][C:47]2([O:51][CH2:50][CH2:49][O:48]2)[CH2:46][CH2:45]1)C1C=CC=CC=1.CSC.C(=O)([O-])O.[Na+]. The catalyst is C(#N)C. The product is [S:43]1[C:44]2([CH2:53][CH2:52][C:47]3([O:51][CH2:50][CH2:49][O:48]3)[CH2:46][CH2:45]2)[CH2:54][N:55]=[C:56]1[C:58]1[NH:59][C:60]2[C:65]([CH:66]=1)=[CH:64][CH:63]=[CH:62][C:61]=2[N:67]([CH3:76])[S:68]([C:71]1[S:72][CH:73]=[CH:74][CH:75]=1)(=[O:70])=[O:69]. The yield is 0.630. (5) The yield is 0.859. The product is [CH3:3][C:4]1([CH3:13])[O:8][N:7]=[C:6]([S:9][CH2:12][C:28]2[C:29]([O:38][CH3:39])=[N:30][CH:31]=[N:32][C:33]=2[C:34]([F:36])([F:37])[F:35])[CH2:5]1. The reactants are [SH-].[Na+].[CH3:3][C:4]1([CH3:13])[O:8][N:7]=[C:6]([S:9]([CH3:12])(=O)=O)[CH2:5]1.C(=O)([O-])[O-].[K+].[K+].C(S([O-])=O)O.[Na+].ClC[C:28]1[C:29]([O:38][CH3:39])=[N:30][CH:31]=[N:32][C:33]=1[C:34]([F:37])([F:36])[F:35]. The catalyst is CN(C)C=O.O. (6) The reactants are [C:1]([O:5][C:6]([N:8]1[CH2:12][CH2:11][CH2:10][C@@H:9]1[C:13]#[N:14])=[O:7])([CH3:4])([CH3:3])[CH3:2].[N-:15]=[N+:16]=[N-:17].[Na+].[Cl-].[NH4+]. The catalyst is CN(C=O)C. The product is [C:1]([O:5][C:6]([N:8]1[CH2:12][CH2:11][CH2:10][C@@H:9]1[C:13]1[N:15]=[N:16][NH:17][N:14]=1)=[O:7])([CH3:4])([CH3:2])[CH3:3]. The yield is 0.520.